This data is from Reaction yield outcomes from USPTO patents with 853,638 reactions. The task is: Predict the reaction yield, written as a fraction of the theoretical maximum amount of product (1.0 means a 100% yield; for example, 0.34 means a 34% yield). (1) The reactants are C([C@H]([C@@H](C(OC(C)C)=O)O)O)(OC(C)C)=[O:2].C(OO)(C)(C)C.[Cl:23][C:24]1[CH:29]=[CH:28][C:27](/[CH:30]=[CH:31]/[CH2:32][OH:33])=[CH:26][C:25]=1[F:34]. The catalyst is ClCCl.CC(C)[O-].[Ti+4].CC(C)[O-].CC(C)[O-].CC(C)[O-]. The product is [Cl:23][C:24]1[CH:29]=[CH:28][C:27]([C@H:30]2[O:2][C@@H:31]2[CH2:32][OH:33])=[CH:26][C:25]=1[F:34]. The yield is 0.972. (2) The reactants are [CH:1]([N:4]1[CH2:9][CH2:8][N:7]([C:10]([C:12]2[CH:13]=[C:14]3[C:18](=[CH:19][CH:20]=2)[NH:17][C:16]([C:21]([N:23]2[CH2:28][CH2:27][N:26]([S:29]([CH3:32])(=[O:31])=[O:30])[CH2:25][CH2:24]2)=[O:22])=[CH:15]3)=[O:11])[CH2:6][CH2:5]1)([CH3:3])[CH3:2].[Cl:33][C:34]1[CH:39]=[C:38](B(O)O)[CH:37]=[CH:36][N:35]=1. No catalyst specified. The product is [Cl:33][C:34]1[CH:39]=[C:38]([N:17]2[C:18]3[C:14](=[CH:13][C:12]([C:10]([N:7]4[CH2:8][CH2:9][N:4]([CH:1]([CH3:3])[CH3:2])[CH2:5][CH2:6]4)=[O:11])=[CH:20][CH:19]=3)[CH:15]=[C:16]2[C:21]([N:23]2[CH2:24][CH2:25][N:26]([S:29]([CH3:32])(=[O:30])=[O:31])[CH2:27][CH2:28]2)=[O:22])[CH:37]=[CH:36][N:35]=1. The yield is 0.320. (3) The reactants are [Br:1][C:2]1[C:3]([F:12])=[C:4]2[C:8](=[CH:9][C:10]=1[F:11])[NH:7][CH:6]=[CH:5]2.[OH-:13].[Na+].[C:15](#N)C. No catalyst specified. The product is [Br:1][C:2]1[C:3]([F:12])=[C:4]2[C:8](=[CH:9][C:10]=1[F:11])[NH:7][CH:6]=[C:5]2[CH:15]=[O:13]. The yield is 0.880. (4) The reactants are Cl[C:2]1[N:7]=[C:6]([CH2:8][CH:9]([C:11]2[S:12][C:13]([Cl:16])=[CH:14][CH:15]=2)[OH:10])[CH:5]=[CH:4][N:3]=1. The catalyst is C(N)(C)C. The product is [Cl:16][C:13]1[S:12][C:11]([C:9](=[O:10])[CH2:8][C:6]2[CH:5]=[CH:4][N:3]=[C:2]([NH:7][CH:6]([CH3:8])[CH3:5])[N:7]=2)=[CH:15][CH:14]=1. The yield is 0.980.